Dataset: Reaction yield outcomes from USPTO patents with 853,638 reactions. Task: Predict the reaction yield, written as a fraction of the theoretical maximum amount of product (1.0 means a 100% yield; for example, 0.34 means a 34% yield). The reactants are Cl[C:2]1[C:7]([C:8]([O:10][CH2:11][CH3:12])=[O:9])=[CH:6][N:5]=[C:4]([S:13][CH3:14])[N:3]=1.[C:15]([NH:23][NH2:24])(=[O:22])[C:16]1[CH:21]=[CH:20][CH:19]=[CH:18][CH:17]=1.CC(C)([O-])C.[K+].O. The catalyst is CS(C)=O.C(O)(=O)C. The product is [C:15]([NH:23][NH:24][C:2]1[C:7]([C:8]([O:10][CH2:11][CH3:12])=[O:9])=[CH:6][N:5]=[C:4]([S:13][CH3:14])[N:3]=1)(=[O:22])[C:16]1[CH:21]=[CH:20][CH:19]=[CH:18][CH:17]=1. The yield is 0.960.